Dataset: Forward reaction prediction with 1.9M reactions from USPTO patents (1976-2016). Task: Predict the product of the given reaction. (1) Given the reactants C(OC([N:8]1[CH2:13][CH2:12][CH2:11][C@@H:10]([C:14]([OH:16])=O)[CH2:9]1)=O)(C)(C)C.O.ON1C2C=CC=CC=2N=N1.[NH:28]1[CH2:33][CH2:32][O:31][CH2:30][CH2:29]1.C(N(CC)CC)C, predict the reaction product. The product is: [N:28]1([C:14]([C@@H:10]2[CH2:11][CH2:12][CH2:13][NH:8][CH2:9]2)=[O:16])[CH2:33][CH2:32][O:31][CH2:30][CH2:29]1. (2) Given the reactants [C:1]([C:3]1[CH:8]=[CH:7][C:6]([CH2:9][CH2:10][C:11]([O:13][CH2:14][CH3:15])=[O:12])=[C:5]([O:16][CH2:17][C@H:18]2[CH2:22][CH2:21][CH2:20][NH:19]2)[CH:4]=1)#[N:2].Cl.[N:24]1[CH:29]=[CH:28][C:27]([N:30]2[CH2:35][CH2:34][CH:33]([C:36](O)=[O:37])[CH2:32][CH2:31]2)=[CH:26][CH:25]=1.C(N(CC)CC)C, predict the reaction product. The product is: [C:1]([C:3]1[CH:8]=[CH:7][C:6]([CH2:9][CH2:10][C:11]([O:13][CH2:14][CH3:15])=[O:12])=[C:5]([O:16][CH:17]([C:36]([CH:33]2[CH2:32][CH2:31][N:30]([C:27]3[CH:26]=[CH:25][N:24]=[CH:29][CH:28]=3)[CH2:35][CH2:34]2)=[O:37])[C@H:18]2[CH2:22][CH2:21][CH2:20][NH:19]2)[CH:4]=1)#[N:2]. (3) The product is: [NH2:11][C@@H:3]([C:2]([NH2:1])=[O:22])[CH2:4][C:5]1[CH:10]=[CH:9][CH:8]=[CH:7][CH:6]=1. Given the reactants [NH2:1][C:2](=[O:22])[C@H:3]([NH:11]C(=O)OCC1C=CC=CC=1)[CH2:4][C:5]1[CH:10]=[CH:9][CH:8]=[CH:7][CH:6]=1, predict the reaction product. (4) Given the reactants [CH2:1]([NH:5][C:6]1[N:11]2[N:12]=[C:13]([C:26]3[CH:31]=[CH:30][C:29]([N:32]=C(C4C=CC=CC=4)C4C=CC=CC=4)=[CH:28][CH:27]=3)[C:14]([C:15]3[CH:20]=[CH:19][N:18]=[C:17]([NH:21][CH2:22][CH2:23][CH2:24][CH3:25])[N:16]=3)=[C:10]2[CH:9]=[CH:8][CH:7]=1)[CH2:2][CH2:3][CH3:4].Cl.CCOCC.C(=O)(O)[O-].[Na+], predict the reaction product. The product is: [NH2:32][C:29]1[CH:28]=[CH:27][C:26]([C:13]2[C:14]([C:15]3[CH:20]=[CH:19][N:18]=[C:17]([NH:21][CH2:22][CH2:23][CH2:24][CH3:25])[N:16]=3)=[C:10]3[CH:9]=[CH:8][CH:7]=[C:6]([NH:5][CH2:1][CH2:2][CH2:3][CH3:4])[N:11]3[N:12]=2)=[CH:31][CH:30]=1. (5) Given the reactants [C:1]([C:5]1[CH:10]=[CH:9][C:8]([CH:11]([CH2:14][C:15]2[CH:20]=[CH:19][C:18]([C:21]([CH3:24])([CH3:23])[CH3:22])=[CH:17][CH:16]=2)[C:12]#[N:13])=[CH:7][CH:6]=1)([CH3:4])([CH3:3])[CH3:2].Cl.[CH2:26]([OH:28])[CH3:27].C(OCC)C, predict the reaction product. The product is: [CH2:26]([O:28][C:12](=[NH:13])[CH:11]([C:8]1[CH:9]=[CH:10][C:5]([C:1]([CH3:3])([CH3:4])[CH3:2])=[CH:6][CH:7]=1)[CH2:14][C:15]1[CH:16]=[CH:17][C:18]([C:21]([CH3:24])([CH3:23])[CH3:22])=[CH:19][CH:20]=1)[CH3:27]. (6) Given the reactants [BH-](OC(C)=O)(OC(C)=O)OC(C)=O.[Na+].[N+:15]([C:18]1[CH:19]=[C:20]([CH:23]=[CH:24][CH:25]=1)[CH:21]=O)([O-:17])=[O:16].[NH2:26][CH:27]1[CH2:32][CH2:31][O:30][CH2:29][CH2:28]1.[OH-].[Na+], predict the reaction product. The product is: [N+:15]([C:18]1[CH:19]=[C:20]([CH:23]=[CH:24][CH:25]=1)[CH2:21][NH:26][CH:27]1[CH2:32][CH2:31][O:30][CH2:29][CH2:28]1)([O-:17])=[O:16]. (7) Given the reactants [CH:1]1([CH2:9][C:10]2[N:11]=[CH:12][NH:13][CH:14]=2)[C:8]2[CH2:7][CH2:6][CH2:5][C:4]=2[CH2:3][CH2:2]1.C([O-])(O)=[O:16].[Na+].ClC(OC1C=CC=CC=1)=O, predict the reaction product. The product is: [CH:1]1([CH2:9][C:10]2[NH:11][C:12](=[O:16])[NH:13][CH:14]=2)[C:8]2[CH2:7][CH2:6][CH2:5][C:4]=2[CH2:3][CH2:2]1.